Dataset: Full USPTO retrosynthesis dataset with 1.9M reactions from patents (1976-2016). Task: Predict the reactants needed to synthesize the given product. (1) The reactants are: [F:1][C:2]1[CH:7]=[CH:6][C:5]([NH:8][C:9]2[CH:14]=[C:13]([NH:15][CH3:16])[N:12]=[CH:11][N:10]=2)=[CH:4][CH:3]=1.[Cl:17][C:18]1[CH:23]=[CH:22][CH:21]=[C:20]([Cl:24])[C:19]=1[N:25]=[C:26]=[O:27].C(N(CC)CC)C. Given the product [Cl:17][C:18]1[CH:23]=[CH:22][CH:21]=[C:20]([Cl:24])[C:19]=1[NH:25][C:26](=[O:27])[N:15]([C:13]1[CH:14]=[C:9]([NH:8][C:5]2[CH:6]=[CH:7][C:2]([F:1])=[CH:3][CH:4]=2)[N:10]=[CH:11][N:12]=1)[CH3:16], predict the reactants needed to synthesize it. (2) Given the product [S:1]1[C:5]2[CH:6]=[CH:7][CH:8]=[CH:9][C:4]=2[N:3]=[C:2]1[CH:10]([C:12]1[CH:13]=[CH:14][C:15]([O:18][C:19]2[C:24]([C:25]3[CH2:26][CH2:27][O:28][CH2:29][CH:30]=3)=[CH:23][CH:22]=[CH:21][N:20]=2)=[CH:16][CH:17]=1)[OH:11], predict the reactants needed to synthesize it. The reactants are: [S:1]1[C:5]2[CH:6]=[CH:7][CH:8]=[CH:9][C:4]=2[N:3]=[C:2]1[C:10]([C:12]1[CH:17]=[CH:16][C:15]([O:18][C:19]2[C:24]([C:25]3[CH2:26][CH2:27][O:28][CH2:29][CH:30]=3)=[CH:23][CH:22]=[CH:21][N:20]=2)=[CH:14][CH:13]=1)=[O:11]. (3) Given the product [OH:15][C:12]1[CH:13]=[CH:14][C:9]([C:23]2[CH:22]=[CH:21][CH:20]=[C:19]([CH:17]=[O:18])[CH:24]=2)=[C:10]([CH3:16])[CH:11]=1, predict the reactants needed to synthesize it. The reactants are: C(=O)([O-])[O-].[Na+].[Na+].O.Br[C:9]1[CH:14]=[CH:13][C:12]([OH:15])=[CH:11][C:10]=1[CH3:16].[CH:17]([C:19]1[CH:20]=[C:21](B(O)O)[CH:22]=[CH:23][CH:24]=1)=[O:18]. (4) Given the product [CH3:1][C:2]1[C:6]([C:7]2[CH:8]=[C:9]([C:26](=[O:27])[C:28]3[CH:33]=[CH:32][C:31]([F:34])=[CH:30][N:29]=3)[C:10]3[N:14]=[C:13]([O:15][CH2:16][CH3:17])[N:12]([C:18]([O:20][C:21]([CH3:23])([CH3:24])[CH3:22])=[O:19])[C:11]=3[CH:25]=2)=[C:5]([CH3:35])[O:4][N:3]=1, predict the reactants needed to synthesize it. The reactants are: [CH3:1][C:2]1[C:6]([C:7]2[CH:8]=[C:9]([CH:26]([C:28]3[CH:33]=[CH:32][C:31]([F:34])=[CH:30][N:29]=3)[OH:27])[C:10]3[N:14]=[C:13]([O:15][CH2:16][CH3:17])[N:12]([C:18]([O:20][C:21]([CH3:24])([CH3:23])[CH3:22])=[O:19])[C:11]=3[CH:25]=2)=[C:5]([CH3:35])[O:4][N:3]=1.CC(OI1(OC(C)=O)(OC(C)=O)OC(=O)C2C=CC=CC1=2)=O.C(N(CC)C(C)C)(C)C.C(OC(OC(C)(C)C)=O)(OC(C)(C)C)=O.